Regression. Given a peptide amino acid sequence and an MHC pseudo amino acid sequence, predict their binding affinity value. This is MHC class I binding data. From a dataset of Peptide-MHC class I binding affinity with 185,985 pairs from IEDB/IMGT. (1) The peptide sequence is MFGGVSWMVR. The MHC is HLA-A32:01 with pseudo-sequence HLA-A32:01. The binding affinity (normalized) is 0.366. (2) The peptide sequence is LVGKLNWASQIY. The MHC is HLA-B44:02 with pseudo-sequence HLA-B44:02. The binding affinity (normalized) is 0.315.